Regression. Given two drug SMILES strings and cell line genomic features, predict the synergy score measuring deviation from expected non-interaction effect. From a dataset of NCI-60 drug combinations with 297,098 pairs across 59 cell lines. (1) Drug 1: C1CCC(C1)C(CC#N)N2C=C(C=N2)C3=C4C=CNC4=NC=N3. Cell line: OVCAR-4. Drug 2: CN1CCC(CC1)COC2=C(C=C3C(=C2)N=CN=C3NC4=C(C=C(C=C4)Br)F)OC. Synergy scores: CSS=9.76, Synergy_ZIP=-2.00, Synergy_Bliss=1.53, Synergy_Loewe=-17.4, Synergy_HSA=1.42. (2) Drug 1: CCCS(=O)(=O)NC1=C(C(=C(C=C1)F)C(=O)C2=CNC3=C2C=C(C=N3)C4=CC=C(C=C4)Cl)F. Drug 2: CC1CCC2CC(C(=CC=CC=CC(CC(C(=O)C(C(C(=CC(C(=O)CC(OC(=O)C3CCCCN3C(=O)C(=O)C1(O2)O)C(C)CC4CCC(C(C4)OC)OCCO)C)C)O)OC)C)C)C)OC. Cell line: HS 578T. Synergy scores: CSS=27.6, Synergy_ZIP=6.78, Synergy_Bliss=9.06, Synergy_Loewe=-8.86, Synergy_HSA=3.83. (3) Drug 1: C1CC(=O)NC(=O)C1N2CC3=C(C2=O)C=CC=C3N. Drug 2: C(=O)(N)NO. Cell line: CAKI-1. Synergy scores: CSS=12.0, Synergy_ZIP=-4.80, Synergy_Bliss=-3.55, Synergy_Loewe=-2.45, Synergy_HSA=-0.653. (4) Drug 1: CC1OCC2C(O1)C(C(C(O2)OC3C4COC(=O)C4C(C5=CC6=C(C=C35)OCO6)C7=CC(=C(C(=C7)OC)O)OC)O)O. Drug 2: CS(=O)(=O)CCNCC1=CC=C(O1)C2=CC3=C(C=C2)N=CN=C3NC4=CC(=C(C=C4)OCC5=CC(=CC=C5)F)Cl. Cell line: T-47D. Synergy scores: CSS=35.5, Synergy_ZIP=-6.85, Synergy_Bliss=-4.44, Synergy_Loewe=0.649, Synergy_HSA=2.10. (5) Drug 1: CCC1=CC2CC(C3=C(CN(C2)C1)C4=CC=CC=C4N3)(C5=C(C=C6C(=C5)C78CCN9C7C(C=CC9)(C(C(C8N6C)(C(=O)OC)O)OC(=O)C)CC)OC)C(=O)OC.C(C(C(=O)O)O)(C(=O)O)O. Drug 2: CC12CCC3C(C1CCC2O)C(CC4=C3C=CC(=C4)O)CCCCCCCCCS(=O)CCCC(C(F)(F)F)(F)F. Cell line: SNB-19. Synergy scores: CSS=25.9, Synergy_ZIP=-0.566, Synergy_Bliss=-0.783, Synergy_Loewe=-9.79, Synergy_HSA=1.42. (6) Drug 1: C1=NC2=C(N=C(N=C2N1C3C(C(C(O3)CO)O)F)Cl)N. Drug 2: CC1=C(C(=O)C2=C(C1=O)N3CC4C(C3(C2COC(=O)N)OC)N4)N. Cell line: NCI-H460. Synergy scores: CSS=41.6, Synergy_ZIP=2.73, Synergy_Bliss=-0.998, Synergy_Loewe=-14.3, Synergy_HSA=-1.46. (7) Drug 1: COC1=CC(=CC(=C1O)OC)C2C3C(COC3=O)C(C4=CC5=C(C=C24)OCO5)OC6C(C(C7C(O6)COC(O7)C8=CC=CS8)O)O. Drug 2: CC1=C(N=C(N=C1N)C(CC(=O)N)NCC(C(=O)N)N)C(=O)NC(C(C2=CN=CN2)OC3C(C(C(C(O3)CO)O)O)OC4C(C(C(C(O4)CO)O)OC(=O)N)O)C(=O)NC(C)C(C(C)C(=O)NC(C(C)O)C(=O)NCCC5=NC(=CS5)C6=NC(=CS6)C(=O)NCCC[S+](C)C)O. Cell line: NCIH23. Synergy scores: CSS=58.0, Synergy_ZIP=0.830, Synergy_Bliss=3.40, Synergy_Loewe=5.05, Synergy_HSA=7.78. (8) Drug 1: CS(=O)(=O)C1=CC(=C(C=C1)C(=O)NC2=CC(=C(C=C2)Cl)C3=CC=CC=N3)Cl. Drug 2: C1CCN(CC1)CCOC2=CC=C(C=C2)C(=O)C3=C(SC4=C3C=CC(=C4)O)C5=CC=C(C=C5)O. Cell line: EKVX. Synergy scores: CSS=4.97, Synergy_ZIP=-2.11, Synergy_Bliss=-0.647, Synergy_Loewe=-1.50, Synergy_HSA=-1.28.